Predict the product of the given reaction. From a dataset of Forward reaction prediction with 1.9M reactions from USPTO patents (1976-2016). (1) Given the reactants [Cl:1][C:2]1[CH:3]=[C:4]2[C:10]([C:11]3[N:16]=[C:15]([NH:17][C@H:18]4[CH2:22][CH2:21][N:20](S(C)(=O)=O)[CH2:19]4)[C:14]([F:27])=[CH:13][N:12]=3)=[CH:9][NH:8][C:5]2=[N:6][CH:7]=1.[C:28](Cl)(=[O:30])[CH3:29], predict the reaction product. The product is: [Cl:1][C:2]1[CH:3]=[C:4]2[C:10]([C:11]3[N:16]=[C:15]([NH:17][C@H:18]4[CH2:22][CH2:21][N:20]([C:28](=[O:30])[CH3:29])[CH2:19]4)[C:14]([F:27])=[CH:13][N:12]=3)=[CH:9][NH:8][C:5]2=[N:6][CH:7]=1. (2) Given the reactants [Cl:1][C:2]1[CH:7]=[CH:6][C:5]([C:8]2([C:14]([NH:16][CH3:17])=O)[CH2:13][CH2:12][CH2:11][CH2:10][CH2:9]2)=[CH:4][CH:3]=1.Cl, predict the reaction product. The product is: [ClH:1].[Cl:1][C:2]1[CH:3]=[CH:4][C:5]([C:8]2([CH2:14][NH:16][CH3:17])[CH2:13][CH2:12][CH2:11][CH2:10][CH2:9]2)=[CH:6][CH:7]=1. (3) Given the reactants [Br:1][C:2]1[CH:7]=[CH:6][C:5]([SH:8])=[CH:4][CH:3]=1.[OH-].[Na+].[CH:11]12[O:17][CH:16]1[CH2:15][CH2:14][N:13]([C:18]([O:20][C:21]([CH3:24])([CH3:23])[CH3:22])=[O:19])[CH2:12]2, predict the reaction product. The product is: [Br:1][C:2]1[CH:7]=[CH:6][C:5]([S:8][CH:15]2[CH:16]([OH:17])[CH2:11][CH2:12][N:13]([C:18]([O:20][C:21]([CH3:24])([CH3:23])[CH3:22])=[O:19])[CH2:14]2)=[CH:4][CH:3]=1. (4) Given the reactants C([O:3][CH:4](OCC)[C:5]1[O:9][CH:8]=[C:7](Cl)[CH:6]=1)C.[B:14](OC(C)C)([O:19]C(C)C)[O:15]C(C)C.C1(C2C=CC=CC=2)C=CC=CC=1.[Li], predict the reaction product. The product is: [CH:4]([C:5]1[O:9][CH:8]=[C:7]([B:14]([OH:19])[OH:15])[CH:6]=1)=[O:3]. (5) Given the reactants [Cl-].O[NH3+:3].[C:4](=[O:7])([O-])[OH:5].[Na+].CS(C)=O.[CH2:13]([C:17]1[N:22]2[N:23]=[CH:24][N:25]=[C:21]2[N:20]([C@H:26]2[CH2:31][CH2:30][C@H:29]([O:32][CH2:33][C:34]([OH:37])([CH3:36])[CH3:35])[CH2:28][CH2:27]2)[C:19](=[O:38])[C:18]=1[CH2:39][C:40]1[CH:45]=[CH:44][C:43]([C:46]2[C:47]([C:52]#[N:53])=[CH:48][CH:49]=[CH:50][CH:51]=2)=[CH:42][CH:41]=1)[CH2:14][CH2:15][CH3:16], predict the reaction product. The product is: [CH2:13]([C:17]1[N:22]2[N:23]=[CH:24][N:25]=[C:21]2[N:20]([C@H:26]2[CH2:31][CH2:30][C@H:29]([O:32][CH2:33][C:34]([OH:37])([CH3:35])[CH3:36])[CH2:28][CH2:27]2)[C:19](=[O:38])[C:18]=1[CH2:39][C:40]1[CH:45]=[CH:44][C:43]([C:46]2[CH:51]=[CH:50][CH:49]=[CH:48][C:47]=2[C:52]2[NH:3][C:4](=[O:7])[O:5][N:53]=2)=[CH:42][CH:41]=1)[CH2:14][CH2:15][CH3:16]. (6) Given the reactants C[O:2][CH:3]([O:11]C)[CH2:4][O:5][CH:6]([CH3:10])[CH:7](O)[CH3:8], predict the reaction product. The product is: [CH3:10][CH:6]1[CH:7]([CH3:8])[O:11][CH:3]([OH:2])[CH2:4][O:5]1.